Predict the reactants needed to synthesize the given product. From a dataset of Full USPTO retrosynthesis dataset with 1.9M reactions from patents (1976-2016). Given the product [OH:45][CH2:44][C@H:32]1[C@H:31]([C:28]2[CH:29]=[CH:30][C:25]([CH3:48])=[CH:26][CH:27]=2)[CH2:36][CH2:35][N:34]([C:37]([O:39][C:40]([CH3:43])([CH3:42])[CH3:41])=[O:38])[CH2:33]1, predict the reactants needed to synthesize it. The reactants are: ClC1C=CC([C@@H]2CCN(C(OC(C)(C)C)=O)C[C@H]2C(OC)=O)=CC=1.[C:25]1([CH3:48])[CH:30]=[CH:29][C:28]([C@@H:31]2[CH2:36][CH2:35][N:34]([C:37]([O:39][C:40]([CH3:43])([CH3:42])[CH3:41])=[O:38])[CH2:33][C@H:32]2[C:44](OC)=[O:45])=[CH:27][CH:26]=1.